From a dataset of Reaction yield outcomes from USPTO patents with 853,638 reactions. Predict the reaction yield, written as a fraction of the theoretical maximum amount of product (1.0 means a 100% yield; for example, 0.34 means a 34% yield). (1) The reactants are Cl.[N:2]1([CH:7]2[CH2:10][N:9]([CH2:11][CH:12]3[CH2:17][CH2:16][N:15]([C:18]([O:20][C:21](C)(C)[CH3:22])=[O:19])[CH2:14][CH2:13]3)[CH2:8]2)[CH:6]=[CH:5][CH:4]=[N:3]1.ClC(OCC)=O. The catalyst is O1CCOCC1.C(Cl)Cl. The product is [N:2]1([CH:7]2[CH2:10][N:9]([CH2:11][CH:12]3[CH2:13][CH2:14][N:15]([C:18]([O:20][CH2:21][CH3:22])=[O:19])[CH2:16][CH2:17]3)[CH2:8]2)[CH:6]=[CH:5][CH:4]=[N:3]1. The yield is 0.220. (2) The reactants are [C:1]([C:3]1[N:8]=[C:7]([C:9]([O:11][C:12]([CH3:15])([CH3:14])[CH3:13])=[O:10])[CH:6]=[CH:5][CH:4]=1)#[N:2].[C:16](OC)(=[O:24])[C:17]1[C:18](=[CH:20][CH:21]=[CH:22][CH:23]=1)[SH:19].C(N(CC)CC)C. The catalyst is C1(C)C=CC=CC=1. The product is [O:24]=[C:16]1[C:17]2[CH:23]=[CH:22][CH:21]=[CH:20][C:18]=2[S:19][C:1]([C:3]2[N:8]=[C:7]([C:9]([O:11][C:12]([CH3:15])([CH3:14])[CH3:13])=[O:10])[CH:6]=[CH:5][CH:4]=2)=[N:2]1. The yield is 0.700. (3) The reactants are [F:1][C:2]([F:19])([F:18])[CH:3]([C:5]1[CH:10]=[CH:9][C:8]([C:11]2[CH:16]=[CH:15][CH:14]=[C:13]([F:17])[CH:12]=2)=[CH:7][CH:6]=1)[OH:4].[H-].[Na+].[NH2:22][C:23]1[N:28]=[C:27](Cl)[CH:26]=[C:25]([Cl:30])[N:24]=1.C(O)(C(F)(F)F)=O. The catalyst is C1COCC1. The product is [Cl:30][C:25]1[CH:26]=[C:27]([O:4][CH:3]([C:5]2[CH:10]=[CH:9][C:8]([C:11]3[CH:16]=[CH:15][CH:14]=[C:13]([F:17])[CH:12]=3)=[CH:7][CH:6]=2)[C:2]([F:1])([F:18])[F:19])[N:28]=[C:23]([NH2:22])[N:24]=1. The yield is 0.730. (4) The yield is 0.690. The catalyst is C1COCC1.C(Cl)Cl. The product is [CH2:1]([S:3]([N:7]1[CH:11]=[CH:10][CH:9]=[C:8]1[C:12]#[N:13])(=[O:5])=[O:4])[CH3:2]. The reactants are [CH2:1]([S:3](Cl)(=[O:5])=[O:4])[CH3:2].[NH:7]1[CH:11]=[CH:10][CH:9]=[C:8]1[C:12]#[N:13].[Cl-].[Na+]. (5) The catalyst is O. The product is [CH:1]([NH:4][C:5]([N:33]1[CH2:32][CH2:31][CH:30]([O:29][C:27]2[CH:28]=[C:23]([N:19]3[C:20]4[C:16](=[CH:15][C:14]([S:11]([CH3:10])(=[O:13])=[O:12])=[CH:22][CH:21]=4)[CH2:17][CH2:18]3)[N:24]=[CH:25][N:26]=2)[CH2:35][CH2:34]1)=[O:6])([CH3:3])[CH3:2]. The reactants are [CH:1]([N:4]=[C:5]=[O:6])([CH3:3])[CH3:2].ClCCl.[CH3:10][S:11]([C:14]1[CH:15]=[C:16]2[C:20](=[CH:21][CH:22]=1)[N:19]([C:23]1[CH:28]=[C:27]([O:29][CH:30]3[CH2:35][CH2:34][NH:33][CH2:32][CH2:31]3)[N:26]=[CH:25][N:24]=1)[CH2:18][CH2:17]2)(=[O:13])=[O:12]. The yield is 0.910. (6) The reactants are Cl[C:2]1[NH:3][C:4](=[O:16])[C:5]2[CH:10]=[CH:9][N:8]([CH2:11][CH:12]([OH:15])[CH2:13][OH:14])[C:6]=2[N:7]=1.FC(F)(F)C(O)=O.[F:24][C:25]1[CH:30]=[CH:29][CH:28]=[C:27]([F:31])[C:26]=1[N:32]1[CH2:37][CH2:36][NH:35][CH2:34][CH2:33]1.C(N(CC)C(C)C)(C)C. The catalyst is C(O)C.C(Cl)Cl.CO. The product is [F:31][C:27]1[CH:28]=[CH:29][CH:30]=[C:25]([F:24])[C:26]=1[N:32]1[CH2:37][CH2:36][N:35]([C:2]2[NH:3][C:4](=[O:16])[C:5]3[CH:10]=[CH:9][N:8]([CH2:11][CH:12]([OH:15])[CH2:13][OH:14])[C:6]=3[N:7]=2)[CH2:34][CH2:33]1. The yield is 0.575. (7) The yield is 0.150. The product is [OH:29][N:21]1[CH2:22][CH2:23][N:18]([C:16](=[O:17])[C:15]2[CH:14]=[CH:13][C:12](/[CH:11]=[CH:10]/[C:3]3[C:4]4[C:9](=[CH:8][CH:7]=[CH:6][CH:5]=4)[NH:1][N:2]=3)=[CH:25][CH:24]=2)[CH2:19][CH2:20]1. The reactants are [NH:1]1[C:9]2[C:4](=[CH:5][CH:6]=[CH:7][CH:8]=2)[C:3](/[CH:10]=[CH:11]/[C:12]2[CH:25]=[CH:24][C:15]([C:16]([N:18]3[CH2:23][CH2:22][NH:21][CH2:20][CH2:19]3)=[O:17])=[CH:14][CH:13]=2)=[N:2]1.OO.S([O-])(O)=[O:29].[Na+]. The catalyst is CO.